From a dataset of Full USPTO retrosynthesis dataset with 1.9M reactions from patents (1976-2016). Predict the reactants needed to synthesize the given product. Given the product [C:3]([O:6][CH2:7][CH2:8][C:9](=[O:16])[C:10]1[CH:15]=[CH:14][CH:13]=[CH:12][C:11]=1[C:18]1[C:23]([N+:24]([O-:26])=[O:25])=[CH:22][CH:21]=[CH:20][N:19]=1)(=[O:5])[CH3:4], predict the reactants needed to synthesize it. The reactants are: [H-].[Na+].[C:3]([O:6][CH2:7][CH2:8][C:9](=[O:16])[C:10]1[CH:15]=[CH:14][CH:13]=[CH:12][CH:11]=1)(=[O:5])[CH3:4].Cl[C:18]1[C:23]([N+:24]([O-:26])=[O:25])=[CH:22][CH:21]=[CH:20][N:19]=1.O.